The task is: Binary Classification. Given a drug SMILES string, predict its activity (active/inactive) in a high-throughput screening assay against a specified biological target.. This data is from M1 muscarinic receptor antagonist screen with 61,756 compounds. (1) The compound is Clc1c(CN(CC(=O)NC2CCCC2)C(=O)CCC(=O)Nc2noc(c2)C)cccc1. The result is 0 (inactive). (2) The compound is S(c1n(c(nn1)CSc1nc(cc(n1)C)C)C)CC(=O)Nc1sc(nn1)CC. The result is 0 (inactive). (3) The compound is S(c1n(c(nn1)CN1CCCCCC1=O)c1ncccc1)CC(=O)c1[nH]c(c(c1C)C(=O)C)C. The result is 0 (inactive).